Dataset: Full USPTO retrosynthesis dataset with 1.9M reactions from patents (1976-2016). Task: Predict the reactants needed to synthesize the given product. (1) Given the product [CH3:1][O:2][C:3]1[CH:9]=[CH:8][C:6]([NH:7][C:14]2[CH:19]=[CH:18][C:17]([N+:20]([O-:22])=[O:21])=[CH:16][CH:15]=2)=[C:5]([N+:10]([O-:12])=[O:11])[CH:4]=1, predict the reactants needed to synthesize it. The reactants are: [CH3:1][O:2][C:3]1[CH:9]=[CH:8][C:6]([NH2:7])=[C:5]([N+:10]([O-:12])=[O:11])[CH:4]=1.Br[C:14]1[CH:19]=[CH:18][C:17]([N+:20]([O-:22])=[O:21])=[CH:16][CH:15]=1.C1(P(C2CCCCC2)C2C=CC=CC=2C2C=CC=CC=2N(C)C)CCCCC1.CC(C)([O-])C.[Na+]. (2) Given the product [C:17]([C:21]1[CH:26]=[C:25]([C:27]([CH3:30])([CH3:29])[CH3:28])[CH:24]=[C:23]([N:11]=[N:4][C:3]2[CH:5]=[CH:6][C:7]([Cl:9])=[CH:8][C:2]=2[Cl:1])[C:22]=1[OH:31])([CH3:20])([CH3:19])[CH3:18], predict the reactants needed to synthesize it. The reactants are: [Cl:1][C:2]1[CH:8]=[C:7]([Cl:9])[CH:6]=[CH:5][C:3]=1[NH2:4].Cl.[N:11]([O-])=O.[Na+].[OH-].[Na+].[C:17]([C:21]1[CH:26]=[C:25]([C:27]([CH3:30])([CH3:29])[CH3:28])[CH:24]=[CH:23][C:22]=1[OH:31])([CH3:20])([CH3:19])[CH3:18]. (3) Given the product [F:10][C:9]([F:11])([F:12])[CH:8]=[C:7]([CH:1]1[CH2:2][CH2:3][CH2:4][CH2:5][CH2:6]1)[N+:14]([O-:16])=[O:15], predict the reactants needed to synthesize it. The reactants are: [CH:1]1([CH:7]([N+:14]([O-:16])=[O:15])[CH:8](O)[C:9]([F:12])([F:11])[F:10])[CH2:6][CH2:5][CH2:4][CH2:3][CH2:2]1.[OH-].COC(NS([N+](CC)(CC)CC)(=O)=O)=O.CC[N+](S(N=C(OC)[O-])(=O)=O)(CC)CC. (4) The reactants are: Cl[C:2]1[C:3](=[O:19])[N:4]([CH2:15][CH2:16][O:17][CH3:18])[S:5](=[O:14])(=[O:13])[C:6]=1[C:7]1[CH:12]=[CH:11][CH:10]=[CH:9][CH:8]=1.[CH:20]1([C:26]2[CH:32]=[CH:31][C:29]([NH2:30])=[CH:28][CH:27]=2)[CH2:25][CH2:24][CH2:23][CH2:22][CH2:21]1. Given the product [CH:20]1([C:26]2[CH:27]=[CH:28][C:29]([NH:30][C:2]3[C:3](=[O:19])[N:4]([CH2:15][CH2:16][O:17][CH3:18])[S:5](=[O:14])(=[O:13])[C:6]=3[C:7]3[CH:12]=[CH:11][CH:10]=[CH:9][CH:8]=3)=[CH:31][CH:32]=2)[CH2:21][CH2:22][CH2:23][CH2:24][CH2:25]1, predict the reactants needed to synthesize it. (5) The reactants are: [C:1]1([CH:7]([C:28]2[CH:33]=[CH:32][CH:31]=[CH:30][CH:29]=2)[N:8]2[CH2:13][CH2:12][CH:11]([CH2:14][CH2:15][CH2:16][NH:17][C:18](=[O:27])[CH:19]=[CH:20][C:21]3[CH:22]=[N:23][CH:24]=[CH:25][CH:26]=3)[CH2:10][CH2:9]2)[CH:6]=[CH:5][CH:4]=[CH:3][CH:2]=1.[H][H]. Given the product [C:1]1([CH:7]([C:28]2[CH:29]=[CH:30][CH:31]=[CH:32][CH:33]=2)[N:8]2[CH2:13][CH2:12][CH:11]([CH2:14][CH2:15][CH2:16][NH:17][C:18](=[O:27])[CH2:19][CH2:20][C:21]3[CH:22]=[N:23][CH:24]=[CH:25][CH:26]=3)[CH2:10][CH2:9]2)[CH:2]=[CH:3][CH:4]=[CH:5][CH:6]=1, predict the reactants needed to synthesize it. (6) Given the product [C:18]([O:22][C:23]1[CH:28]=[CH:27][C:26]([CH2:29][CH2:30][CH2:31][CH2:32][N:33]2[CH:37]=[CH:36][N:35]=[C:34]2[CH2:38][S:3][CH3:4])=[CH:25][CH:24]=1)([CH3:21])([CH3:20])[CH3:19], predict the reactants needed to synthesize it. The reactants are: CS[S:3][CH3:4].C(P(CCCC)CCCC)CCC.[C:18]([O:22][C:23]1[CH:28]=[CH:27][C:26]([CH2:29][CH2:30][CH2:31][CH2:32][N:33]2[CH:37]=[CH:36][N:35]=[C:34]2[CH2:38]O)=[CH:25][CH:24]=1)([CH3:21])([CH3:20])[CH3:19].